This data is from Reaction yield outcomes from USPTO patents with 853,638 reactions. The task is: Predict the reaction yield, written as a fraction of the theoretical maximum amount of product (1.0 means a 100% yield; for example, 0.34 means a 34% yield). (1) The reactants are [NH:1]1[C:9]2[C:4](=[CH:5][CH:6]=[CH:7][CH:8]=2)[CH:3]=[C:2]1[C:10]1[C:11]([O:32][CH3:33])=[CH:12][C:13]([O:30][CH3:31])=[C:14](/[CH:16]=[CH:17]/[C:18]([C:20]2[CH:25]=[CH:24][C:23]([S:26]([NH2:29])(=[O:28])=[O:27])=[CH:22][CH:21]=2)=[O:19])[CH:15]=1.CCN(CC)CC.[C:41](O[C:41](=[O:45])[CH2:42][CH2:43][CH3:44])(=[O:45])[CH2:42][CH2:43][CH3:44].O. The catalyst is CN(C1C=CN=CC=1)C.C1COCC1. The product is [C:41]([NH:29][S:26]([C:23]1[CH:22]=[CH:21][C:20]([C:18](/[CH:17]=[CH:16]/[C:14]2[CH:15]=[C:10]([C:2]3[NH:1][C:9]4[C:4]([CH:3]=3)=[CH:5][CH:6]=[CH:7][CH:8]=4)[C:11]([O:32][CH3:33])=[CH:12][C:13]=2[O:30][CH3:31])=[O:19])=[CH:25][CH:24]=1)(=[O:28])=[O:27])(=[O:45])[CH2:42][CH2:43][CH3:44]. The yield is 0.750. (2) The reactants are [Cl:1][C:2]1[C:7]([O:8]C)=[CH:6][C:5]([NH:10][C:11](=[O:21])[C:12]2[CH:17]=[CH:16][C:15]([O:18]C)=[C:14]([F:20])[CH:13]=2)=[C:4]([O:22]C)[CH:3]=1. The catalyst is C(Cl)Cl. The product is [Cl:1][C:2]1[C:7]([OH:8])=[CH:6][C:5]([NH:10][C:11](=[O:21])[C:12]2[CH:17]=[CH:16][C:15]([OH:18])=[C:14]([F:20])[CH:13]=2)=[C:4]([OH:22])[CH:3]=1. The yield is 0.910.